This data is from Reaction yield outcomes from USPTO patents with 853,638 reactions. The task is: Predict the reaction yield, written as a fraction of the theoretical maximum amount of product (1.0 means a 100% yield; for example, 0.34 means a 34% yield). (1) The reactants are [F:1][C:2]1[CH:7]=[CH:6][C:5]([C:8]2[C:12]([CH2:13][O:14][C:15]3[CH:23]=[CH:22][C:18]([C:19]([OH:21])=O)=[CH:17][N:16]=3)=[C:11]([CH3:24])[O:10][N:9]=2)=[CH:4][CH:3]=1.[NH:25]1[CH2:30][CH2:29][O:28][CH2:27][CH2:26]1. No catalyst specified. The product is [F:1][C:2]1[CH:3]=[CH:4][C:5]([C:8]2[C:12]([CH2:13][O:14][C:15]3[N:16]=[CH:17][C:18]([C:19]([N:25]4[CH2:30][CH2:29][O:28][CH2:27][CH2:26]4)=[O:21])=[CH:22][CH:23]=3)=[C:11]([CH3:24])[O:10][N:9]=2)=[CH:6][CH:7]=1. The yield is 0.130. (2) The reactants are [CH2:1]([O:8][C:9]1[CH:10]=[C:11]([CH:29]=[CH:30][CH:31]=1)[CH2:12][O:13][C:14]1[C:19]2[CH:20]=[C:21]([C:23](=O)[CH2:24]Br)[O:22][C:18]=2[CH:17]=[C:16]([CH2:27][CH3:28])[CH:15]=1)[C:2]1[CH:7]=[CH:6][CH:5]=[CH:4][CH:3]=1.[Br:32][C:33]1[S:37][C:36]([NH2:38])=[N:35][N:34]=1.C([O-])(O)=O.[Na+]. The catalyst is CC(O)C.ClCCl. The product is [CH2:1]([O:8][C:9]1[CH:10]=[C:11]([CH:29]=[CH:30][CH:31]=1)[CH2:12][O:13][C:14]1[C:19]2[CH:20]=[C:21]([C:23]3[N:38]=[C:36]4[N:35]([CH:24]=3)[N:34]=[C:33]([Br:32])[S:37]4)[O:22][C:18]=2[CH:17]=[C:16]([CH2:27][CH3:28])[CH:15]=1)[C:2]1[CH:3]=[CH:4][CH:5]=[CH:6][CH:7]=1. The yield is 0.400. (3) The reactants are [CH3:1][C:2]1[CH:7]=[CH:6][C:5]([S:8]([O:11][CH2:12][CH:13]2[CH2:17][C:16]3[CH:18]=[CH:19][CH:20]=[C:21](Br)[C:15]=3[O:14]2)(=[O:10])=[O:9])=[CH:4][CH:3]=1.[F:23][C:24]([F:35])([F:34])[C:25]1[CH:30]=[CH:29][C:28](B(O)O)=[CH:27][CH:26]=1.C(=O)([O-])[O-].[K+].[K+].CC1C=CC(S(OCC2CC3C(C4C=CC=CC=4)=CC=CC=3O2)(=O)=O)=CC=1. The catalyst is CC1C=CC=CC=1[P](C1C=CC=CC=1C)([Pd](Cl)(Cl)[P](C1=C(C)C=CC=C1)(C1C=CC=CC=1C)C1C=CC=CC=1C)C1C=CC=CC=1C. The product is [CH3:1][C:2]1[CH:7]=[CH:6][C:5]([S:8]([O:11][CH2:12][CH:13]2[CH2:17][C:16]3[CH:18]=[CH:19][CH:20]=[C:21]([C:28]4[CH:29]=[CH:30][C:25]([C:24]([F:35])([F:34])[F:23])=[CH:26][CH:27]=4)[C:15]=3[O:14]2)(=[O:10])=[O:9])=[CH:4][CH:3]=1. The yield is 0.740. (4) The yield is 0.510. The catalyst is C(Cl)Cl. The reactants are [NH2:1][C:2]1[CH:7]=[CH:6][CH:5]=[CH:4][C:3]=1[NH:8][C:9]1[C:22]([O:23][CH2:24][C:25]2[CH:30]=[CH:29][CH:28]=[CH:27][CH:26]=2)=[CH:21][C:20]2[C@:19]34[CH2:31][CH2:32][N:33]([C:34]([O:36][CH2:37][C:38]5[CH:43]=[CH:42][CH:41]=[CH:40][CH:39]=5)=[O:35])[C@@H:13]([C@@H:14]3[CH2:15][CH2:16][CH2:17][CH2:18]4)[CH2:12][C:11]=2[CH:10]=1.[CH3:44][S:45](Cl)(=[O:47])=[O:46].O. The product is [CH2:24]([O:23][C:22]1[C:9]([NH:8][C:3]2[CH:4]=[CH:5][CH:6]=[CH:7][C:2]=2[NH:1][S:45]([CH3:44])(=[O:47])=[O:46])=[CH:10][C:11]2[CH2:12][C@H:13]3[N:33]([C:34]([O:36][CH2:37][C:38]4[CH:39]=[CH:40][CH:41]=[CH:42][CH:43]=4)=[O:35])[CH2:32][CH2:31][C@@:19]4([C:20]=2[CH:21]=1)[C@H:14]3[CH2:15][CH2:16][CH2:17][CH2:18]4)[C:25]1[CH:26]=[CH:27][CH:28]=[CH:29][CH:30]=1. (5) The catalyst is Cl.O1CCOCC1. The reactants are [CH:1]([C:3]1[CH:21]=[CH:20][C:6]([O:7][C:8]2[CH:17]=[CH:16][CH:15]=[C:14]([O:18][CH3:19])[C:9]=2[C:10]([O:12][CH3:13])=[O:11])=[CH:5][CH:4]=1)=[O:2].O[CH2:23][C:24]1[CH:29]=[CH:28][C:27]([C:30]2[S:34](=[O:36])(=[O:35])[NH:33][C:32](=[O:37])[CH:31]=2)=[CH:26][CH:25]=1.C([SiH](CC)CC)C. The yield is 0.0600. The product is [O:35]=[S:34]1(=[O:36])[C:30]([C:27]2[CH:28]=[CH:29][C:24]([CH2:23][O:2][CH2:1][C:3]3[CH:21]=[CH:20][C:6]([O:7][C:8]4[CH:17]=[CH:16][CH:15]=[C:14]([O:18][CH3:19])[C:9]=4[C:10]([O:12][CH3:13])=[O:11])=[CH:5][CH:4]=3)=[CH:25][CH:26]=2)=[CH:31][C:32](=[O:37])[NH:33]1.